From a dataset of HIV replication inhibition screening data with 41,000+ compounds from the AIDS Antiviral Screen. Binary Classification. Given a drug SMILES string, predict its activity (active/inactive) in a high-throughput screening assay against a specified biological target. (1) The drug is CC(NC(=O)C(Cc1ccc(OC(=O)c2ccccc2)cc1)NC(=O)OC(C)(C)C)C(=O)NCC(=O)NC(Cc1ccccc1)NC(=O)OCc1ccccc1. The result is 0 (inactive). (2) The molecule is CCOC(=O)C1(Cc2ccccc2)SCCCS1. The result is 0 (inactive). (3) The compound is O=S(=O)(c1ccc(O)cc1)c1ccc(I)cc1. The result is 0 (inactive). (4) The molecule is COc1cc2nncc(SCc3ccc(Cl)cc3Cl)c2cc1OC. The result is 0 (inactive). (5) The compound is CC1CN(c2ccc(Cl)cc2)CC(C)OC(=O)O1. The result is 0 (inactive). (6) The molecule is COC(=O)c1cc2c(=O)n(C)c3ccccc3n2c1C(=O)OC. The result is 0 (inactive). (7) The drug is COc1ccc2c(c1)N1CCc3cc(OC)c(OC)cc3C1C2. The result is 0 (inactive). (8) The drug is CN(C)CCCNC(=O)c1cc(NC(=O)c2cc(NC(=O)c3cc(NC(=O)c4ncccc4C(=O)O)cn3C)cn2C)cn1C. The result is 0 (inactive).